From a dataset of Full USPTO retrosynthesis dataset with 1.9M reactions from patents (1976-2016). Predict the reactants needed to synthesize the given product. (1) Given the product [Br:1][C:2]1[CH:3]=[CH:4][C:5]2[C:6](=[O:16])[C:17](=[O:20])[C:18]3[C:13]([C:14]=2[CH:15]=1)=[CH:12][CH:11]=[CH:10][CH:9]=3, predict the reactants needed to synthesize it. The reactants are: [Br:1][C:2]1[CH:3]=[CH:4][C:5]2[CH:6]=CC3[C:13]([C:14]=2[CH:15]=1)=[CH:12][CH:11]=[CH:10][CH:9]=3.[OH2:16].[C:17]([OH:20])(=O)[CH3:18]. (2) Given the product [CH:26]1([N:21]2[C:19]3[N:20]=[C:15]([NH:14][C:11]4[CH:10]=[CH:9][C:8]([CH2:7][OH:6])=[CH:13][N:12]=4)[N:16]=[CH:17][C:18]=3[CH:23]=[C:22]2[C:24]#[N:25])[CH2:27][CH2:28][CH2:29][CH2:30]1, predict the reactants needed to synthesize it. The reactants are: C([SiH2][O:6][C:7](C)(C)[C:8]1[CH:9]=[CH:10][C:11]([NH:14][C:15]2[N:16]=[CH:17][C:18]3[CH:23]=[C:22]([C:24]#[N:25])[N:21]([CH:26]4[CH2:30][CH2:29][CH2:28][CH2:27]4)[C:19]=3[N:20]=2)=[N:12][CH:13]=1)(C)(C)C.N1C=CC=CC=1.C([O-])(O)=O.[Na+]. (3) Given the product [CH2:23]([C:21]1[CH:20]=[C:19]([O:25][CH2:26][CH2:27][OH:28])[C:18]([F:29])=[C:17]([CH:16]([NH:30][C:31]2[CH:32]=[C:33]3[C:34](=[CH:35][CH:36]=2)[C:37](=[NH:38])[NH:40][CH2:39]3)[C:12]2[NH:13][C:14](=[O:15])[N:10]([C:9]3[CH:8]=[CH:7][S:6][C:5]=3[C:3]([OH:2])=[O:4])[N:11]=2)[CH:22]=1)[CH3:24], predict the reactants needed to synthesize it. The reactants are: C[O:2][C:3]([C:5]1[S:6][CH:7]=[CH:8][C:9]=1[N:10]1[C:14](=[O:15])[NH:13][C:12]([CH:16]([NH:30][C:31]2[CH:36]=[CH:35][C:34]([C:37]#[N:38])=[C:33]([CH2:39][NH:40]C(OC(C)(C)C)=O)[CH:32]=2)[C:17]2[CH:22]=[C:21]([CH2:23][CH3:24])[CH:20]=[C:19]([O:25][CH2:26][CH2:27][OH:28])[C:18]=2[F:29])=[N:11]1)=[O:4].CO.C1COCC1.[OH-].[Na+]. (4) Given the product [Li:11][N:3]1[C:4]([CH3:9])([CH3:8])[CH2:5][CH2:6][CH2:7][C:2]1([CH3:10])[CH3:1], predict the reactants needed to synthesize it. The reactants are: [CH3:1][C:2]1([CH3:10])[CH2:7][CH2:6][CH2:5][C:4]([CH3:9])([CH3:8])[NH:3]1.[Li:11]CCCC.C1(N=CC2C=CC(OC)=CC=2C)CCCCC1.CN(OC)C(C1CC1)=O.[NH4+].[Cl-]. (5) The reactants are: C([O-])([O-])=O.[Cs+].[Cs+].S([N:17]1[C:25]2[C:20](=[C:21]([CH2:26][N:27]3[C:32]4([CH2:37][CH2:36][NH:35][CH2:34][CH2:33]4)[CH2:31][CH2:30][CH2:29][C:28]3=[O:38])[CH:22]=[CH:23][CH:24]=2)[CH:19]=[CH:18]1)(C1C=CC(C)=CC=1)(=O)=O. Given the product [NH:17]1[C:25]2[C:20](=[C:21]([CH2:26][N:27]3[C:32]4([CH2:37][CH2:36][NH:35][CH2:34][CH2:33]4)[CH2:31][CH2:30][CH2:29][C:28]3=[O:38])[CH:22]=[CH:23][CH:24]=2)[CH:19]=[CH:18]1, predict the reactants needed to synthesize it. (6) Given the product [CH2:4]([P:5]([CH2:21][CH2:19][CH:17]=[O:18])(=[O:6])[OH:7])[CH3:3], predict the reactants needed to synthesize it. The reactants are: C([CH:3]=[CH:4][PH:5](=[O:7])[OH:6])C.CC(C(O)C(CO[C:17]([CH:19]([CH3:21])C)=[O:18])(C)C)C. (7) Given the product [CH3:29][O:28][C:24]([NH:25][N:26]=[C:14]([NH:13][C:10]1[CH:11]=[N:12][C:7]([O:6][C:5]2[CH:17]=[CH:18][C:2]([CH3:1])=[C:3]([O:19][C:20]([F:23])([F:22])[F:21])[CH:4]=2)=[CH:8][CH:9]=1)[CH3:15])=[O:27], predict the reactants needed to synthesize it. The reactants are: [CH3:1][C:2]1[CH:18]=[CH:17][C:5]([O:6][C:7]2[N:12]=[CH:11][C:10]([NH:13][C:14](=O)[CH3:15])=[CH:9][CH:8]=2)=[CH:4][C:3]=1[O:19][C:20]([F:23])([F:22])[F:21].[C:24]([O:28][CH3:29])(=[O:27])[NH:25][NH2:26].O.C([O-])([O-])=O.[K+].[K+].